This data is from Forward reaction prediction with 1.9M reactions from USPTO patents (1976-2016). The task is: Predict the product of the given reaction. Given the reactants [C:1]([O:5][C:6]([N:8]1[CH2:13][CH2:12][CH:11](O)[CH2:10][CH2:9]1)=[O:7])([CH3:4])([CH3:3])[CH3:2].CCN(S(F)(F)[F:21])CC, predict the reaction product. The product is: [C:1]([O:5][C:6]([N:8]1[CH2:13][CH2:12][CH:11]([F:21])[CH2:10][CH2:9]1)=[O:7])([CH3:4])([CH3:3])[CH3:2].